Task: Predict the reactants needed to synthesize the given product.. Dataset: Full USPTO retrosynthesis dataset with 1.9M reactions from patents (1976-2016) (1) Given the product [S:1]1[C:5]2[CH:6]=[CH:7][CH:8]=[CH:9][C:4]=2[C:3]([C:10]2[CH:11]=[C:12]([CH2:13][OH:14])[CH:15]=[CH:16][CH:17]=2)=[CH:2]1, predict the reactants needed to synthesize it. The reactants are: [S:1]1[C:5]2[CH:6]=[CH:7][CH:8]=[CH:9][C:4]=2[C:3]([C:10]2[CH:11]=[C:12]([CH:15]=[CH:16][CH:17]=2)[CH:13]=[O:14])=[CH:2]1.[H-].[Al+3].[Li+].[H-].[H-].[H-].O.O.O.O.O.O.O.O.O.O.S([O-])([O-])(=O)=O.[Na+].[Na+]. (2) Given the product [CH2:8]([O:15][C:16]1[CH:17]=[CH:18][C:19]([CH2:22][CH2:23][C:24]2([OH:26])[CH2:6][CH2:5][CH2:4][CH2:3]2)=[CH:20][CH:21]=1)[C:9]1[CH:10]=[CH:11][CH:12]=[CH:13][CH:14]=1, predict the reactants needed to synthesize it. The reactants are: [Mg].Br[CH2:3][CH2:4][CH2:5][CH2:6]Br.[CH2:8]([O:15][C:16]1[CH:21]=[CH:20][C:19]([CH2:22][CH2:23][C:24]([O:26]CC)=O)=[CH:18][CH:17]=1)[C:9]1[CH:14]=[CH:13][CH:12]=[CH:11][CH:10]=1.Cl.